Task: Predict the product of the given reaction.. Dataset: Forward reaction prediction with 1.9M reactions from USPTO patents (1976-2016) (1) Given the reactants [CH2:1]([N:3]1[C:11]2[N:10]=[C:9]([O:12][C:13]3[CH:18]=[CH:17][CH:16]=[C:15]([O:19][C:20]([F:23])([F:22])[F:21])[CH:14]=3)[NH:8][C:7]=2[C:6](=[O:24])[N:5]([CH2:25][CH2:26][CH2:27][OH:28])[C:4]1=[O:29])[CH3:2].Cl[CH2:31][C:32]1[CH:33]=[CH:34][C:35]([CH3:38])=[N:36][CH:37]=1.C(=O)([O-])[O-].[K+].[K+], predict the reaction product. The product is: [CH2:1]([N:3]1[C:11]2[N:10]=[C:9]([O:12][C:13]3[CH:18]=[CH:17][CH:16]=[C:15]([O:19][C:20]([F:22])([F:23])[F:21])[CH:14]=3)[N:8]([CH2:31][C:32]3[CH:37]=[N:36][C:35]([CH3:38])=[CH:34][CH:33]=3)[C:7]=2[C:6](=[O:24])[N:5]([CH2:25][CH2:26][CH2:27][OH:28])[C:4]1=[O:29])[CH3:2]. (2) Given the reactants Br[C:2]1[CH:7]=[CH:6][C:5]([C:8]([CH2:24][CH3:25])=[C:9]([C:17]2[CH:22]=[CH:21][C:20]([OH:23])=[CH:19][CH:18]=2)[C:10]2[CH:15]=[CH:14][C:13]([OH:16])=[CH:12][CH:11]=2)=[CH:4][CH:3]=1.[C:26]([O:30][C:31]([CH3:34])([CH3:33])[CH3:32])(=[O:29])[CH:27]=[CH2:28].C(N(CC)CC)C, predict the reaction product. The product is: [CH2:24]([C:8]([C:5]1[CH:4]=[CH:3][C:2](/[CH:28]=[CH:27]/[C:26]([O:30][C:31]([CH3:34])([CH3:33])[CH3:32])=[O:29])=[CH:7][CH:6]=1)=[C:9]([C:17]1[CH:18]=[CH:19][C:20]([OH:23])=[CH:21][CH:22]=1)[C:10]1[CH:11]=[CH:12][C:13]([OH:16])=[CH:14][CH:15]=1)[CH3:25]. (3) Given the reactants [CH2:1]([N:8]1[CH:12]=[C:11]([C:13](OCC)=[O:14])[CH:10]=[N:9]1)[C:2]1[CH:7]=[CH:6][CH:5]=[CH:4][CH:3]=1.[H-].[Al+3].[Li+].[H-].[H-].[H-].[Cl-].[NH4+], predict the reaction product. The product is: [CH2:1]([N:8]1[CH:12]=[C:11]([CH2:13][OH:14])[CH:10]=[N:9]1)[C:2]1[CH:3]=[CH:4][CH:5]=[CH:6][CH:7]=1. (4) Given the reactants [N:1]#[C:2]Br.[Br:4][C:5]1[CH:10]=[CH:9][C:8]([NH:11][C:12]2[C:13]([C:22]([NH:24][NH2:25])=[O:23])=[N:14][C:15]3[N:16]([N:19]=[CH:20][CH:21]=3)[C:17]=2[F:18])=[C:7]([F:26])[CH:6]=1.C([O-])(O)=O.[Na+], predict the reaction product. The product is: [NH2:1][C:2]1[O:23][C:22]([C:13]2[C:12]([NH:11][C:8]3[CH:9]=[CH:10][C:5]([Br:4])=[CH:6][C:7]=3[F:26])=[C:17]([F:18])[N:16]3[N:19]=[CH:20][CH:21]=[C:15]3[N:14]=2)=[N:24][N:25]=1. (5) Given the reactants [CH3:1][C:2]1[CH:7]=[C:6]([CH3:8])[NH:5][C:4](=[O:9])[C:3]=1[CH2:10][NH:11]C(=O)OC(C)(C)C.O1CCOCC1.[ClH:25], predict the reaction product. The product is: [NH2:11][CH2:10][C:3]1[C:4](=[O:9])[NH:5][C:6]([CH3:8])=[CH:7][C:2]=1[CH3:1].[ClH:25]. (6) Given the reactants Br[C:2]1[CH:3]=[C:4]([CH:6]=[CH:7][CH:8]=1)[NH2:5].[F:9][C:10]1[CH:15]=[CH:14][C:13]([OH:16])=[CH:12][CH:11]=1.C(=O)([O-])[O-].[K+].[K+], predict the reaction product. The product is: [F:9][C:10]1[CH:15]=[CH:14][C:13]([O:16][C:2]2[CH:3]=[C:4]([NH2:5])[CH:6]=[CH:7][CH:8]=2)=[CH:12][CH:11]=1. (7) Given the reactants [SH:1][CH:2](O)C.[Cl:5][C:6]1[C:7]([NH:26][C:27](=[O:35])[CH2:28][CH:29]2[CH2:34][CH2:33][CH2:32][CH2:31][CH2:30]2)=[C:8]2[C:13](=[CH:14][CH:15]=1)[N:12]=[C:11]([N:16]1[CH2:20][CH2:19][C@H:18](OS(C)(=O)=O)[CH2:17]1)[CH:10]=[CH:9]2.[C:36](=[O:39])([O-])[O-].[K+].[K+], predict the reaction product. The product is: [Cl:5][C:6]1[C:7]([NH:26][C:27](=[O:35])[CH2:28][CH:29]2[CH2:34][CH2:33][CH2:32][CH2:31][CH2:30]2)=[C:8]2[C:13](=[CH:14][CH:15]=1)[N:12]=[C:11]([N:16]1[CH2:20][CH2:19][C@H:18]([S:1][CH2:2][CH2:36][OH:39])[CH2:17]1)[CH:10]=[CH:9]2.